Dataset: Full USPTO retrosynthesis dataset with 1.9M reactions from patents (1976-2016). Task: Predict the reactants needed to synthesize the given product. (1) Given the product [CH3:1][C@H:2]1[CH2:30][O:29][C@@:5]2([O:9][C@H:8]3[CH2:10][C@H:11]4[C@@H:16]5[CH2:17][CH:18]=[C:19]6[CH2:24][C@@H:23]([OH:25])[CH2:22][CH2:21][C@:20]6([CH3:26])[C@H:15]5[CH2:14][CH2:13][C@:12]4([CH3:27])[C@H:7]3[C@@H:6]2[CH3:28])[CH2:4][CH2:3]1.[O:31]=[C:32]([O-:43])[C@@H:33]([C@H:35]([C@@H:37]([C@@H:39]([CH2:41][OH:42])[OH:40])[OH:38])[OH:36])[OH:34], predict the reactants needed to synthesize it. The reactants are: [CH3:1][C@H:2]1[CH2:30][O:29][C@@:5]2([O:9][C@H:8]3[CH2:10][C@H:11]4[C@@H:16]5[CH2:17][CH2:18][C@H:19]6[CH2:24][C@@H:23]([OH:25])[CH2:22][CH2:21][C@:20]6([CH3:26])[C@H:15]5[CH2:14][CH2:13][C@:12]4([CH3:27])[C@H:7]3[C@@H:6]2[CH3:28])[CH2:4][CH2:3]1.[O:31]=[C:32]([O-:43])[C@@H:33]([C@H:35]([C@@H:37]([C@@H:39]([CH2:41][OH:42])[OH:40])[OH:38])[OH:36])[OH:34].C[C@H]1CO[C@@]2(O[C@H]3C[C@H]4[C@@H]5CC[C@@]6(C)C[C@@H](O)CC[C@]6(C)[C@H]5CC(=O)[C@]4(C)[C@H]3[C@@H]2C)CC1.O=C([O-])[C@@H]([C@H]([C@@H]([C@@H](CO)O)O)O)O.C[C@H]1CO[C@@]2(O[C@H]3C[C@H]4[C@@H]5CC[C@H]6C[C@@H](O)CC[C@]6(C)[C@H]5CC[C@]4(C)[C@H]3[C@@H]2C)CC1.C[C@H]1CO[C@@]2(O[C@H]3C[C@H]4[C@@H]5CC[C@@]6(C)C[C@@H](O)CC[C@]6(C)[C@H]5CC(=O)[C@]4(C)[C@H]3[C@@H]2C)CC1. (2) Given the product [Cl:13][C:14]1[CH:15]=[C:16]([N:21]2[C:25]([CH3:26])=[C:24]([C:27]([NH:5][C:4]3[CH:6]=[CH:7][CH:8]=[C:2]([Cl:1])[CH:3]=3)=[O:29])[N:23]=[N:22]2)[CH:17]=[CH:18][C:19]=1[F:20], predict the reactants needed to synthesize it. The reactants are: [Cl:1][C:2]1[CH:3]=[C:4]([CH:6]=[CH:7][CH:8]=1)[NH2:5].C[Al](C)C.[Cl:13][C:14]1[CH:15]=[C:16]([N:21]2[C:25]([CH3:26])=[C:24]([C:27]([O:29]CC)=O)[N:23]=[N:22]2)[CH:17]=[CH:18][C:19]=1[F:20].CCOC(C)=O. (3) Given the product [N:18]([CH:1]1[CH:6]([OH:7])[CH2:5][CH2:4][N:3]([C:8]([O:10][CH2:11][C:12]2[CH:17]=[CH:16][CH:15]=[CH:14][CH:13]=2)=[O:9])[CH2:2]1)=[N+:19]=[N-:20].[N:18]([CH:6]1[CH2:5][CH2:4][N:3]([C:8]([O:10][CH2:11][C:12]2[CH:17]=[CH:16][CH:15]=[CH:14][CH:13]=2)=[O:9])[CH2:2][CH:1]1[OH:7])=[N+:19]=[N-:20], predict the reactants needed to synthesize it. The reactants are: [CH:1]12[O:7][CH:6]1[CH2:5][CH2:4][N:3]([C:8]([O:10][CH2:11][C:12]1[CH:17]=[CH:16][CH:15]=[CH:14][CH:13]=1)=[O:9])[CH2:2]2.[N-:18]=[N+:19]=[N-:20].[Na+].[Cl-].[NH4+]. (4) Given the product [CH3:1][C:2]1[N:7]=[C:6]2[S:8][C:9]3[CH2:13][CH2:12][CH2:11][C:10]=3[C:5]2=[C:4]([C:14]2[CH:19]=[CH:18][C:17]([CH3:20])=[CH:16][CH:15]=2)[C:3]=1[CH:21]([CH:26]1[CH2:30][CH2:29][CH2:28][CH2:27]1)[C:22]([OH:24])=[O:23], predict the reactants needed to synthesize it. The reactants are: [CH3:1][C:2]1[N:7]=[C:6]2[S:8][C:9]3[CH2:13][CH2:12][CH2:11][C:10]=3[C:5]2=[C:4]([C:14]2[CH:19]=[CH:18][C:17]([CH3:20])=[CH:16][CH:15]=2)[C:3]=1[CH:21]([CH:26]1[CH2:30][CH2:29][CH2:28][CH2:27]1)[C:22]([O:24]C)=[O:23].[OH-].[Na+].Cl. (5) Given the product [CH2:9]([O:11][C:12](=[O:24])[NH:13][C:14]1[CH:19]=[CH:18][C:17]([N:20]([CH2:7][C:5]2[S:6][C:2]([CH3:1])=[CH:3][CH:4]=2)[CH3:26])=[CH:16][C:15]=1[NH2:21])[CH3:10], predict the reactants needed to synthesize it. The reactants are: [CH3:1][C:2]1[S:6][C:5]([CH:7]=O)=[CH:4][CH:3]=1.[CH2:9]([O:11][C:12](=[O:24])[NH:13][C:14]1[CH:19]=[CH:18][C:17]([NH2:20])=[CH:16][C:15]=1[N+:21]([O-])=O)[CH3:10].[BH3-][C:26]#N.[Na+].C=O.Cl.C(=O)(O)[O-].[Na+]. (6) The reactants are: [F:1][CH2:2][C:3]1[N:4]([C:9]2[C:18]3[C:13](=[CH:14][CH:15]=[CH:16][CH:17]=3)[C:12]([CH3:19])=[CH:11][CH:10]=2)[C:5]([SH:8])=[N:6][N:7]=1.C([O-])([O-])=O.[K+].[K+].Cl[CH2:27][C:28]([NH:30][C:31]1[CH:36]=[CH:35][C:34]([S:37](=[O:40])(=[O:39])[NH2:38])=[CH:33][C:32]=1[CH3:41])=[O:29].O. Given the product [F:1][CH2:2][C:3]1[N:4]([C:9]2[C:18]3[C:13](=[CH:14][CH:15]=[CH:16][CH:17]=3)[C:12]([CH3:19])=[CH:11][CH:10]=2)[C:5]([S:8][CH2:27][C:28]([NH:30][C:31]2[CH:36]=[CH:35][C:34]([S:37](=[O:40])(=[O:39])[NH2:38])=[CH:33][C:32]=2[CH3:41])=[O:29])=[N:6][N:7]=1, predict the reactants needed to synthesize it.